From a dataset of Catalyst prediction with 721,799 reactions and 888 catalyst types from USPTO. Predict which catalyst facilitates the given reaction. (1) Reactant: [CH3:1][O:2][C:3](=[O:16])[C:4]([N:13]=[N+]=[N-])=[CH:5][C:6]1[S:7][C:8]([CH3:12])=[C:9]([Br:11])[CH:10]=1. Product: [CH3:1][O:2][C:3]([C:4]1[NH:13][C:10]2[C:9]([Br:11])=[C:8]([CH3:12])[S:7][C:6]=2[CH:5]=1)=[O:16]. The catalyst class is: 113. (2) Reactant: [NH2:1][N:2]1[CH2:10][C:9]2[C:4](=[C:5]([N+:11]([O-:13])=[O:12])[CH:6]=[CH:7][CH:8]=2)[C:3]1=[O:14].[CH2:15]([O:22][CH2:23][C:24](Cl)=[O:25])[C:16]1[CH:21]=[CH:20][CH:19]=[CH:18][CH:17]=1.C(N(C(C)C)C(C)C)C.Cl. Product: [CH2:15]([O:22][CH2:23][C:24]([NH:1][N:2]1[CH2:10][C:9]2[C:4](=[C:5]([N+:11]([O-:13])=[O:12])[CH:6]=[CH:7][CH:8]=2)[C:3]1=[O:14])=[O:25])[C:16]1[CH:21]=[CH:20][CH:19]=[CH:18][CH:17]=1. The catalyst class is: 410. (3) Reactant: [F:1][C:2]1[CH:3]=[C:4]([C:8]2[C:12]([C:13]([OH:15])=O)=[C:11]([CH3:16])[O:10][N:9]=2)[CH:5]=[CH:6][CH:7]=1.Cl.C(N=C=NCCCN(C)C)C.[CH3:29][O:30][C:31]1[CH:36]=[CH:35][CH:34]=[CH:33][C:32]=1[N:37]1[CH2:42][CH2:41][NH:40][CH2:39][CH2:38]1. Product: [F:1][C:2]1[CH:3]=[C:4]([C:8]2[C:12]([C:13]([N:40]3[CH2:39][CH2:38][N:37]([C:32]4[CH:33]=[CH:34][CH:35]=[CH:36][C:31]=4[O:30][CH3:29])[CH2:42][CH2:41]3)=[O:15])=[C:11]([CH3:16])[O:10][N:9]=2)[CH:5]=[CH:6][CH:7]=1. The catalyst class is: 4. (4) Reactant: [CH:1]([O:4][C:5]1[N:10]=[C:9]([C:11]2[C:19]3[C:14](=[CH:15][CH:16]=[C:17]([C:20]4[O:21][C:22]([CH3:25])=[N:23][N:24]=4)[CH:18]=3)[N:13](S(C3C=CC(C)=CC=3)(=O)=O)[CH:12]=2)[CH:8]=[CH:7][CH:6]=1)([CH3:3])[CH3:2].C(=O)([O-])[O-].[Cs+].[Cs+].O. Product: [CH:1]([O:4][C:5]1[N:10]=[C:9]([C:11]2[C:19]3[C:14](=[CH:15][CH:16]=[C:17]([C:20]4[O:21][C:22]([CH3:25])=[N:23][N:24]=4)[CH:18]=3)[NH:13][CH:12]=2)[CH:8]=[CH:7][CH:6]=1)([CH3:3])[CH3:2]. The catalyst class is: 92. (5) Reactant: Cl[C:2]1[CH:7]=[N:6][CH:5]=[C:4]([N:8]2[CH:12]=[C:11]([C:13]#[C:14][C:15]3[CH:20]=[CH:19][N:18]=[C:17]([CH3:21])[CH:16]=3)[N:10]=[C:9]2[CH3:22])[N:3]=1.[CH3:23][O:24][CH2:25][CH2:26][OH:27].[H-].[Na+]. Product: [CH3:23][O:24][CH2:25][CH2:26][O:27][C:2]1[CH:7]=[N:6][CH:5]=[C:4]([N:8]2[CH:12]=[C:11]([C:13]#[C:14][C:15]3[CH:20]=[CH:19][N:18]=[C:17]([CH3:21])[CH:16]=3)[N:10]=[C:9]2[CH3:22])[N:3]=1. The catalyst class is: 1. (6) Reactant: [N+:1]([C:4]1[CH:13]=[CH:12][C:7]([O:8][CH2:9][CH2:10][OH:11])=[CH:6][CH:5]=1)([O-])=O. Product: [NH2:1][C:4]1[CH:5]=[CH:6][C:7]([O:8][CH2:9][CH2:10][OH:11])=[CH:12][CH:13]=1. The catalyst class is: 19. (7) Reactant: [CH2:1]([O:8][C:9]1[CH:17]=[CH:16][C:12]([C:13]([OH:15])=[O:14])=[CH:11][CH:10]=1)[CH2:2][CH2:3][CH2:4][CH2:5][CH2:6][CH3:7].C(Cl)(=O)C(Cl)=O.O[C:25]1[CH:32]=[CH:31][C:28]([CH:29]=[O:30])=[CH:27][CH:26]=1. Product: [CH2:1]([O:8][C:9]1[CH:17]=[CH:16][C:12]([C:13]([O:15][C:25]2[CH:32]=[CH:31][C:28]([CH:29]=[O:30])=[CH:27][CH:26]=2)=[O:14])=[CH:11][CH:10]=1)[CH2:2][CH2:3][CH2:4][CH2:5][CH2:6][CH3:7]. The catalyst class is: 59.